Dataset: Catalyst prediction with 721,799 reactions and 888 catalyst types from USPTO. Task: Predict which catalyst facilitates the given reaction. (1) Reactant: C([O:8][C:9](=[O:45])[CH2:10][C@@H:11]([N:25]1[CH:29]=[CH:28][C:27]([C:30]2[CH:35]=[CH:34][C:33]([C:36]3[CH:41]=[CH:40][C:39]([C:42](=[O:44])[NH2:43])=[CH:38][CH:37]=3)=[CH:32][CH:31]=2)=[CH:26]1)[C:12]([NH:14][C@@H:15]([CH2:18][C:19]1[CH:24]=[CH:23][CH:22]=[CH:21][CH:20]=1)[CH2:16][OH:17])=[O:13])C1C=CC=CC=1.C([C@H](NC(=O)[C@H](N1C=CC(C2C=CC(C3C=CC(C(=O)N)=CC=3)=CC=2)=C1)CC(O)=O)CO)C1C=CC=CC=1.[K+].[Br-]. Product: [CH2:18]([CH:15]([NH:14][C:12](=[O:13])[C@H:11]([N:25]1[CH:29]=[CH:28][C:27]([C:30]2[CH:35]=[CH:34][C:33]([C:36]3[CH:41]=[CH:40][C:39]([C:42](=[O:44])[NH2:43])=[CH:38][CH:37]=3)=[CH:32][CH:31]=2)=[CH:26]1)[CH2:10][C:9]([OH:45])=[O:8])[CH2:16][OH:17])[C:19]1[CH:24]=[CH:23][CH:22]=[CH:21][CH:20]=1. The catalyst class is: 22. (2) Reactant: [Cl:1][C:2]1[C:7]([NH:8][C:9]2[N:14]=[C:13]([N:15](CC)[CH2:16][C:17]3C=CC(OC)=CC=3)[C:12]3=[N:27][CH:28]=[C:29]([C:30]#[N:31])[N:11]3[N:10]=2)=[CH:6][C:5]([C:32]#[N:33])=[CH:4][C:3]=1[NH:34][C@@H:35]1[CH2:40][CH2:39][N:38]([C:41]([O:43][CH3:44])=[O:42])[CH2:37][C@H:36]1[OH:45].C1(OC)C=CC=CC=1.C(O)(C(F)(F)F)=O. Product: [Cl:1][C:2]1[C:7]([NH:8][C:9]2[N:14]=[C:13]([NH:15][CH2:16][CH3:17])[C:12]3=[N:27][CH:28]=[C:29]([C:30]#[N:31])[N:11]3[N:10]=2)=[CH:6][C:5]([C:32]#[N:33])=[CH:4][C:3]=1[NH:34][C@@H:35]1[CH2:40][CH2:39][N:38]([C:41]([O:43][CH3:44])=[O:42])[CH2:37][C@H:36]1[OH:45]. The catalyst class is: 26. (3) Reactant: [F:1][C:2]1([F:36])[CH2:7][CH2:6][N:5]([C:8]2[S:9][C:10]([C:22]3[CH:27]=[CH:26][C:25]([N:28]4[CH2:33][CH2:32][S:31](=[O:35])(=[O:34])[CH2:30][CH2:29]4)=[CH:24][CH:23]=3)=[C:11]([C@@H:13]3[CH2:18][CH2:17][CH2:16][CH2:15][C@H:14]3[C:19]([OH:21])=O)[N:12]=2)[CH2:4][CH2:3]1.Cl.[NH2:38][C:39]1([C:42]#[N:43])[CH2:41][CH2:40]1.CCN(C(C)C)C(C)C.CN(C(ON1N=NC2C=CC=NC1=2)=[N+](C)C)C.F[P-](F)(F)(F)(F)F. Product: [C:42]([C:39]1([NH:38][C:19]([C@@H:14]2[CH2:15][CH2:16][CH2:17][CH2:18][C@H:13]2[C:11]2[N:12]=[C:8]([N:5]3[CH2:6][CH2:7][C:2]([F:36])([F:1])[CH2:3][CH2:4]3)[S:9][C:10]=2[C:22]2[CH:23]=[CH:24][C:25]([N:28]3[CH2:29][CH2:30][S:31](=[O:34])(=[O:35])[CH2:32][CH2:33]3)=[CH:26][CH:27]=2)=[O:21])[CH2:41][CH2:40]1)#[N:43]. The catalyst class is: 3. (4) Reactant: [Cl-].[Cl-].[Cl-].[Al+3].[C:5](Cl)(=[O:7])[CH3:6].[Cl:9][C:10]1[S:11][CH:12]=[CH:13][CH:14]=1. Product: [Cl:9][C:10]1[S:11][C:12]([C:5](=[O:7])[CH3:6])=[CH:13][CH:14]=1. The catalyst class is: 53. (5) Reactant: [C:1]([O:4][CH:5]1[CH:6]([CH3:38])[CH2:7][CH2:8][CH:9]([OH:37])[CH2:10][C:11]([O:13][CH:14](/[C:19](/[CH3:36])=[CH:20]/[CH:21]=[CH:22]/[C:23]([OH:35])([CH3:34])[CH2:24][CH:25]2[O:33][CH:26]2[CH:27]([CH3:32])[CH:28]([OH:31])[CH2:29][CH3:30])[CH:15]([CH3:18])[CH:16]=[CH:17]1)=[O:12])(=[O:3])[CH3:2].N1[CH:43]=[CH:42]N=C1.[CH2:44]([Si:46](Cl)([CH2:50][CH3:51])[CH:47]([CH3:49])[CH3:48])[CH3:45]. Product: [C:1]([O:4][CH:5]1[CH:6]([CH3:38])[CH2:7][CH2:8][CH:9]([O:37][Si:46]([CH2:42][CH3:43])([CH2:44][CH3:45])[CH:47]([CH3:49])[CH3:48])[CH2:10][C:11]([O:13][CH:14](/[C:19](/[CH3:36])=[CH:20]/[CH:21]=[CH:22]/[C:23]([OH:35])([CH3:34])[CH2:24][CH:25]2[O:33][CH:26]2[CH:27]([CH3:32])[CH:28]([O:31][Si:46]([CH2:50][CH3:51])([CH2:44][CH3:45])[CH:47]([CH3:49])[CH3:48])[CH2:29][CH3:30])[CH:15]([CH3:18])[CH:16]=[CH:17]1)=[O:12])(=[O:3])[CH3:2]. The catalyst class is: 124.